This data is from Experimentally validated miRNA-target interactions with 360,000+ pairs, plus equal number of negative samples. The task is: Binary Classification. Given a miRNA mature sequence and a target amino acid sequence, predict their likelihood of interaction. (1) The protein sequence of the target gene is MAATEGVGEAAQGGEPGQPAQPPPQPHPPPPQQQHKEEMAAEAGEAVASPMDDGFVSLDSPSYVLYRDRAEWADIDPVPQNDGPNPVVQIIYSDKFRDVYDYFRAVLQRDERSERAFKLTRDAIELNAANYTVWHFRRVLLKSLQKDLHEEMNYITAIIEEQPKNYQVWHHRRVLVEWLRDPSQELEFIADILNQDAKNYHAWQHRQWVIQEFKLWDNELQYVDQLLKEDVRNNSVWNQRYFVISNTTGYNDRAVLEREVQYTLEMIKLVPHNESAWNYLKGILQDRGLSKYPNLLNQLL.... The miRNA is dre-miR-29b with sequence UAGCACCAUUUGAAAUCAGUGU. Result: 0 (no interaction). (2) The miRNA is hsa-miR-1269a with sequence CUGGACUGAGCCGUGCUACUGG. The protein sequence of the target gene is MASWLYECLCEAELAQYYSHFTALGLQKIDELAKITMKDYSKLGVHDMNDRKRLFQLIKIIKIMQEEDKAVSIPERHLQTSSLRIKSQELRSGPRRQLNFDSPADNKDRNASNDGFEMCSLSDFSANEQKSTYLKVLEHMLPDDSQYHTKTGILNATAGDSYVQTEISTSLFSPNYLSAILGDCDIPIIQRISHVSGYNYGIPHSCIRQNTSEKQNPWTEMEKIRVCVRKRPLGMREVRRGEINIITVEDKETLLVHEKKEAVDLTQYILQHVFYFDEVFGEACTNQDVYMKTTHPLIQH.... Result: 0 (no interaction). (3) The miRNA is hsa-miR-577 with sequence UAGAUAAAAUAUUGGUACCUG. The protein sequence of the target gene is MLLEPGRGCCALAILLAIVDIQSGGCINITSSASQEGTRLNLICTVWHKKEEAEGFVVFLCKDRSGDCSPETSLKQLRLKRDPGIDGVGEISSQLMFTISQVTPLHSGTYQCCARSQKSGIRLQGHFFSILFTETGNYTVTGLKQRQHLEFSHNEGTLSSGFLQEKVWVMLVTSLVALQAL. Result: 0 (no interaction).